Dataset: Tyrosyl-DNA phosphodiesterase HTS with 341,365 compounds. Task: Binary Classification. Given a drug SMILES string, predict its activity (active/inactive) in a high-throughput screening assay against a specified biological target. (1) The compound is O(c1cc(CNc2nc(NCC(O)=O)c([N+]([O-])=O)cc2)ccc1)C. The result is 0 (inactive). (2) The compound is Clc1ccc(Sc2nc(nc(N3CCOCC3)c2)c2ccccc2)cc1. The result is 0 (inactive). (3) The molecule is S(O)(=O)(=O)c1c2c(c(S(O)(=O)=O)ccc2NC(=O)c2ccc(NC(=O)c3ccc(NC(=O)Nc4ccc(C(=O)Nc5ccc(C(=O)Nc6c7c(c(S(O)(=O)=O)cc6)cc(S(O)(=O)=O)cc7S(O)(=O)=O)cc5)cc4)cc3)cc2)cc(S(O)(=O)=O)c1. The result is 1 (active). (4) The drug is O=C(NC1CCCC1)c1cc(NC(=O)c2ccc(cc2)C)ccc1. The result is 0 (inactive). (5) The drug is S1C2(Nc3c1cccc3)CCN(CC2)Cc1ccccc1. The result is 0 (inactive). (6) The molecule is Clc1cc(COCC(N2CCN(S(=O)(=O)c3ccc(cc3)C)CCC2=O)Cc2ccccc2)ccc1. The result is 0 (inactive). (7) The drug is O1CCN(CC1)c1ccc(cc1)/C(=N\Nc1ccc([N+]([O-])=O)cc1)C. The result is 0 (inactive). (8) The molecule is Clc1ccc(c2oc(CNc3cc4[nH]c(=O)[nH]c4cc3)cc2)cc1. The result is 0 (inactive). (9) The result is 0 (inactive). The compound is o1c([n+]([O-])c(c1C)C)c1c(cccc1)C.